From a dataset of Reaction yield outcomes from USPTO patents with 853,638 reactions. Predict the reaction yield, written as a fraction of the theoretical maximum amount of product (1.0 means a 100% yield; for example, 0.34 means a 34% yield). (1) The reactants are Br[C:2]1[CH:3]=[C:4]2[C:9](=[CH:10][C:11]=1[Cl:12])[N:8]=[CH:7][N:6]=[C:5]2[N:13]1[CH2:18][CH2:17][N:16]([C:19]([O:21][C:22]([CH3:25])([CH3:24])[CH3:23])=[O:20])[CH:15]([C:26](=[O:28])[NH2:27])[CH2:14]1.[CH:29]1(B(O)O)[CH2:31][CH2:30]1.C1(P(C2CCCCC2)C2CCCCC2)CCCCC1. The catalyst is C1(C)C=CC=CC=1.O.CC([O-])=O.CC([O-])=O.[Pd+2]. The product is [C:26]([CH:15]1[CH2:14][N:13]([C:5]2[C:4]3[C:9](=[CH:10][C:11]([Cl:12])=[C:2]([CH:29]4[CH2:31][CH2:30]4)[CH:3]=3)[N:8]=[CH:7][N:6]=2)[CH2:18][CH2:17][N:16]1[C:19]([O:21][C:22]([CH3:23])([CH3:24])[CH3:25])=[O:20])(=[O:28])[NH2:27]. The yield is 0.560. (2) The catalyst is C(Cl)(Cl)Cl. The reactants are [NH2:1][C:2]1[C:3]2[C:8]([N:9]=[C:10]3[C:15]=1[CH:14]=[CH:13][CH:12]=[CH:11]3)=[CH:7][CH:6]=[CH:5][CH:4]=2.CCN(CC)CC.[C:23]1([CH3:35])[CH:28]=[C:27]([CH3:29])[CH:26]=[C:25]([CH3:30])[C:24]=1[S:31](Cl)(=[O:33])=[O:32]. The yield is 0.0600. The product is [CH:4]1[C:3]2[C:8](=[N:9][C:10]3[C:15]([C:2]=2[NH:1][S:31]([C:24]2[C:25]([CH3:30])=[CH:26][C:27]([CH3:29])=[CH:28][C:23]=2[CH3:35])(=[O:33])=[O:32])=[CH:14][CH:13]=[CH:12][CH:11]=3)[CH:7]=[CH:6][CH:5]=1.